From a dataset of Forward reaction prediction with 1.9M reactions from USPTO patents (1976-2016). Predict the product of the given reaction. (1) Given the reactants Cl[C:2]1[N:7]=[C:6]([NH:8][CH2:9][CH2:10][CH2:11][O:12][C:13]2[CH:14]=[C:15]3[C:19](=[CH:20][CH:21]=2)[C@H:18]([CH2:22][C:23]([O:25][CH2:26][CH3:27])=[O:24])[CH2:17][CH2:16]3)[CH:5]=[CH:4][C:3]=1[C:28]([F:31])([F:30])[F:29].O1CCOCC1.C([O-])([O-])=O.[Na+].[Na+].[CH3:44][O:45][C:46]1[CH:51]=[CH:50][C:49](B(O)O)=[CH:48][CH:47]=1, predict the reaction product. The product is: [CH3:44][O:45][C:46]1[CH:51]=[CH:50][C:49]([C:2]2[N:7]=[C:6]([NH:8][CH2:9][CH2:10][CH2:11][O:12][C:13]3[CH:14]=[C:15]4[C:19](=[CH:20][CH:21]=3)[C@H:18]([CH2:22][C:23]([O:25][CH2:26][CH3:27])=[O:24])[CH2:17][CH2:16]4)[CH:5]=[CH:4][C:3]=2[C:28]([F:31])([F:30])[F:29])=[CH:48][CH:47]=1. (2) The product is: [O:27]([CH2:24][C:25]1[N:3]=[N:2][N:1]([CH:4]2[CH2:23][N:8]3[C:9]4[C:14]([C:15]([CH2:16][C:17]([OH:19])=[O:18])=[C:7]3[CH2:6][CH2:5]2)=[CH:13][CH:12]=[CH:11][CH:10]=4)[CH:26]=1)[C:28]1[CH:33]=[CH:32][CH:31]=[CH:30][CH:29]=1. Given the reactants [N:1]([CH:4]1[CH2:23][N:8]2[C:9]3[C:14]([C:15]([CH2:16][C:17]([O:19]CCC)=[O:18])=[C:7]2[CH2:6][CH2:5]1)=[CH:13][CH:12]=[CH:11][CH:10]=3)=[N+:2]=[N-:3].[CH2:24]([O:27][C:28]1[CH:33]=[CH:32][CH:31]=[CH:30][CH:29]=1)[C:25]#[CH:26], predict the reaction product. (3) Given the reactants [Br:1][C:2]1[CH:7]=[CH:6][C:5]([C:8]([CH3:14])([CH3:13])[C:9]([O:11]C)=[O:10])=[CH:4][CH:3]=1.C[Si](C)(C)[O-].[K+].Cl, predict the reaction product. The product is: [Br:1][C:2]1[CH:3]=[CH:4][C:5]([C:8]([CH3:14])([CH3:13])[C:9]([OH:11])=[O:10])=[CH:6][CH:7]=1. (4) Given the reactants [N+:1]([C:4]1[CH:5]=[N:6][C:7]2[C:12]([C:13]=1[NH:14][CH2:15][C:16]1([OH:22])[CH2:21][CH2:20][O:19][CH2:18][CH2:17]1)=[N:11][CH:10]=[CH:9][CH:8]=2)([O-])=O, predict the reaction product. The product is: [NH2:1][C:4]1[CH:5]=[N:6][C:7]2[C:12]([C:13]=1[NH:14][CH2:15][C:16]1([OH:22])[CH2:21][CH2:20][O:19][CH2:18][CH2:17]1)=[N:11][CH:10]=[CH:9][CH:8]=2. (5) Given the reactants [H-].[Na+].[CH3:3][O:4][C:5]1[CH:13]=[CH:12][C:8]2[NH:9][CH:10]=[N:11][C:7]=2[CH:6]=1.[CH3:14]I, predict the reaction product. The product is: [CH3:3][O:4][C:5]1[CH:13]=[CH:12][C:8]2[N:9]([CH3:14])[CH:10]=[N:11][C:7]=2[CH:6]=1. (6) Given the reactants [CH2:1]1[C@@H:9]2[C@@H:4]([CH2:5][CH:6]=[CH:7][CH2:8]2)[CH2:3][NH:2]1.[C:10](O[C:10]([O:12][C:13]([CH3:16])([CH3:15])[CH3:14])=[O:11])([O:12][C:13]([CH3:16])([CH3:15])[CH3:14])=[O:11], predict the reaction product. The product is: [CH2:1]1[C@@H:9]2[C@@H:4]([CH2:5][CH:6]=[CH:7][CH2:8]2)[CH2:3][N:2]1[C:10]([O:12][C:13]([CH3:16])([CH3:15])[CH3:14])=[O:11]. (7) Given the reactants [O-]CC.[Na+].[C:5]([O:8][C:9](C)(C)[CH3:10])(=[O:7])[CH3:6].C(O[C:16]([C:18]1[CH:19]=[C:20]2[CH:26]=[CH:25][O:24][C:21]2=[CH:22][N:23]=1)=[O:17])C.C(O)(=O)C, predict the reaction product. The product is: [O:17]=[C:16]([C:18]1[CH:19]=[C:20]2[CH:26]=[CH:25][O:24][C:21]2=[CH:22][N:23]=1)[CH2:6][C:5]([O:8][CH2:9][CH3:10])=[O:7]. (8) Given the reactants [NH2:1][C:2]1[CH:10]=[CH:9][CH:8]=[C:7]([O:11][CH3:12])[C:3]=1[C:4]([OH:6])=O.Cl.Cl.[CH3:15][C:16]1([CH3:33])[CH2:20][C:19]2([CH2:25][CH2:24][CH2:23][N:22]([CH:26]3[CH2:31][CH2:30][NH:29][CH2:28][CH2:27]3)[CH2:21]2)[C:18](=[O:32])[O:17]1.C(OC(C)C)(C)C, predict the reaction product. The product is: [NH2:1][C:2]1[CH:10]=[CH:9][CH:8]=[C:7]([O:11][CH3:12])[C:3]=1[C:4]([N:29]1[CH2:30][CH2:31][CH:26]([N:22]2[CH2:23][CH2:24][CH2:25][C:19]3([C:18](=[O:32])[O:17][C:16]([CH3:15])([CH3:33])[CH2:20]3)[CH2:21]2)[CH2:27][CH2:28]1)=[O:6].